The task is: Regression. Given two drug SMILES strings and cell line genomic features, predict the synergy score measuring deviation from expected non-interaction effect.. This data is from NCI-60 drug combinations with 297,098 pairs across 59 cell lines. Drug 1: CCC(=C(C1=CC=CC=C1)C2=CC=C(C=C2)OCCN(C)C)C3=CC=CC=C3.C(C(=O)O)C(CC(=O)O)(C(=O)O)O. Drug 2: COC1=C2C(=CC3=C1OC=C3)C=CC(=O)O2. Cell line: SN12C. Synergy scores: CSS=3.28, Synergy_ZIP=-0.252, Synergy_Bliss=2.63, Synergy_Loewe=-2.85, Synergy_HSA=-0.319.